This data is from Peptide-MHC class II binding affinity with 134,281 pairs from IEDB. The task is: Regression. Given a peptide amino acid sequence and an MHC pseudo amino acid sequence, predict their binding affinity value. This is MHC class II binding data. (1) The peptide sequence is CGERTEGRCLHYTVDKSK. The MHC is DRB1_1101 with pseudo-sequence DRB1_1101. The binding affinity (normalized) is 0.0472. (2) The peptide sequence is VRPIDDRFGLALSHL. The MHC is DRB1_0701 with pseudo-sequence DRB1_0701. The binding affinity (normalized) is 0.770. (3) The peptide sequence is AQGYQQLSRQMMTAF. The MHC is HLA-DPA10103-DPB10401 with pseudo-sequence HLA-DPA10103-DPB10401. The binding affinity (normalized) is 0.206. (4) The peptide sequence is EEDIEIIPIKEEEY. The MHC is HLA-DQA10301-DQB10302 with pseudo-sequence HLA-DQA10301-DQB10302. The binding affinity (normalized) is 0.794. (5) The MHC is HLA-DQA10101-DQB10501 with pseudo-sequence HLA-DQA10101-DQB10501. The peptide sequence is YKALPVVLENARILK. The binding affinity (normalized) is 0.